From a dataset of Forward reaction prediction with 1.9M reactions from USPTO patents (1976-2016). Predict the product of the given reaction. (1) Given the reactants [CH3:1][C:2]1[O:3][C:4]2[C:9]([C:10](=[O:12])[CH:11]=1)=[CH:8][CH:7]=[CH:6][C:5]=2[CH:13]=[C:14]([C:23](=O)[CH3:24])[C:15]([O:17][CH2:18][CH:19]1[CH2:22][CH2:21][CH2:20]1)=[O:16].[NH2:26][C:27]([CH3:31])=[CH:28][C:29]#[N:30], predict the reaction product. The product is: [C:29]([C:28]1[CH:13]([C:5]2[CH:6]=[CH:7][CH:8]=[C:9]3[C:4]=2[O:3][C:2]([CH3:1])=[CH:11][C:10]3=[O:12])[C:14]([C:15]([O:17][CH2:18][CH:19]2[CH2:22][CH2:21][CH2:20]2)=[O:16])=[C:23]([CH3:24])[NH:26][C:27]=1[CH3:31])#[N:30]. (2) The product is: [Cl:6][C:7]1[CH:8]=[C:9]([C:10]2[N:11]=[C:19]([OH:18])[C:21]3[CH2:26][CH2:25][CH2:24][CH2:23][C:22]=3[N:12]=2)[CH:13]=[CH:14][CH:15]=1. Given the reactants CC[O-].[Na+].Cl.[Cl:6][C:7]1[CH:8]=[C:9]([CH:13]=[CH:14][CH:15]=1)[C:10](=[NH:12])[NH2:11].C([O:18][C:19]([CH:21]1[CH2:26][CH2:25][CH2:24][CH2:23][C:22]1=O)=O)C, predict the reaction product. (3) Given the reactants [C:1]1(=[O:7])[NH:6][CH2:5][CH2:4][CH2:3][CH2:2]1.[H-].[Na+].Br[CH2:11][CH:12]1[CH2:17][CH2:16][CH2:15][CH2:14][CH2:13]1, predict the reaction product. The product is: [CH:12]1([CH2:11][N:6]2[CH2:5][CH2:4][CH2:3][CH2:2][C:1]2=[O:7])[CH2:17][CH2:16][CH2:15][CH2:14][CH2:13]1. (4) Given the reactants [CH2:1]([O:3][C:4]([C:6]1[C:7](=O)[NH:8][N:9]=[CH:10][CH:11]=1)=[O:5])[CH3:2].O=P(Cl)(Cl)[Cl:15], predict the reaction product. The product is: [CH2:1]([O:3][C:4]([C:6]1[CH:11]=[CH:10][N:9]=[N:8][C:7]=1[Cl:15])=[O:5])[CH3:2]. (5) Given the reactants ClC1C=CC(C2C3C(C)=NN(C4CN(C(OC(C)(C)C)=O)C4)C=3C(=O)N2C2C=C(C)C3N(C(C)=NN=3)C=2)=CC=1.[F:40][C:41]1[CH:46]=[C:45]([F:47])[CH:44]=[CH:43][C:42]=1[CH:48]1[C:55]2[C:54]([CH3:56])=[N:53][N:52]([CH2:57][CH3:58])[C:51]=2[C:50](=[O:59])[N:49]1[C:60]1[CH:61]=[C:62]([CH3:70])[C:63]2[N:64]([C:66]([CH3:69])=[N:67][N:68]=2)[CH:65]=1, predict the reaction product. The product is: [F:40][C:41]1[CH:46]=[C:45]([F:47])[CH:44]=[CH:43][C:42]=1[C@@H:48]1[C:55]2[C:54]([CH3:56])=[N:53][N:52]([CH2:57][CH3:58])[C:51]=2[C:50](=[O:59])[N:49]1[C:60]1[CH:61]=[C:62]([CH3:70])[C:63]2[N:64]([C:66]([CH3:69])=[N:67][N:68]=2)[CH:65]=1. (6) Given the reactants C[O:2][C:3](=[O:31])[C:4]1[CH:9]=[C:8]([C:10]2[N:11]=[C:12]([C:15]3[N:16]=[CH:17][C:18]4[C:23]([CH:24]=3)=[CH:22][CH:21]=[CH:20][CH:19]=4)[NH:13][CH:14]=2)[CH:7]=[C:6]([NH:25][C:26](=[O:30])[CH:27]([CH3:29])[CH3:28])[CH:5]=1.[Li+].[OH-], predict the reaction product. The product is: [C:26]([NH:25][C:6]1[CH:5]=[C:4]([CH:9]=[C:8]([C:10]2[N:11]=[C:12]([C:15]3[N:16]=[CH:17][C:18]4[C:23]([CH:24]=3)=[CH:22][CH:21]=[CH:20][CH:19]=4)[NH:13][CH:14]=2)[CH:7]=1)[C:3]([OH:31])=[O:2])(=[O:30])[CH:27]([CH3:29])[CH3:28].